This data is from Cav3 T-type calcium channel HTS with 100,875 compounds. The task is: Binary Classification. Given a drug SMILES string, predict its activity (active/inactive) in a high-throughput screening assay against a specified biological target. (1) The compound is S(=O)(=O)(n1c2c(nc1C(=O)C)cccc2)c1ccc(cc1)C. The result is 0 (inactive). (2) The molecule is FC(F)(F)c1c(CN2CCN(CC2)CC)ccc(NC(=O)c2cc(NC(=O)c3oc4c(c3)cccc4OC)cc(OC)c2)c1. The result is 0 (inactive). (3) The drug is O1C(OCC)C(C(C=C1C(=O)NCc1ccccc1)c1ccc(cc1)C#C)CCCO. The result is 0 (inactive). (4) The molecule is S(=O)(=O)(N1CCN(CC1)Cc1c2c(oc(=O)c1)cc(cc2)CC)c1cc2OCCOc2cc1. The result is 0 (inactive). (5) The molecule is FC(F)Oc1c(OC)cc(c2n(c3c(n(CCC)c(=O)[nH]c3=O)n2)CCOC)cc1. The result is 0 (inactive). (6) The drug is Brc1c2c(c(oc2cc(Br)c1O)C)C(OCC)=O. The result is 0 (inactive). (7) The compound is Clc1c2c(sc1C(=O)NCCCn1ccnc1)cc(cc2)C. The result is 0 (inactive). (8) The result is 0 (inactive). The drug is s1c(CC(OCC(=O)Nc2ccc(NC(=O)C)cc2)=O)ccc1. (9) The compound is Clc1cc(N2CCN(CC2)C(=O)COc2ccc(S(=O)(=O)NC3CCCCC3)cc2)ccc1. The result is 0 (inactive).